This data is from Catalyst prediction with 721,799 reactions and 888 catalyst types from USPTO. The task is: Predict which catalyst facilitates the given reaction. (1) Reactant: FC(F)(F)S(O[C:7]1[C:16]2[CH:17]=[CH:18][C:19]([F:21])=[CH:20][C:15]=2[C:14]2[C:9](=[CH:10][CH:11]=[N:12][C:13]=2[O:22][CH2:23][CH2:24][CH2:25][CH3:26])[N:8]=1)(=O)=O.[O-]P([O-])([O-])=O.[K+].[K+].[K+].[CH:37]1(P(C2CCCCC2)C2CCCCC2)[CH2:42]CCC[CH2:38]1.C(B1OC(C)(C)C(C)(C)O1)(C)=C. Product: [CH2:23]([O:22][C:13]1[N:12]=[CH:11][CH:10]=[C:9]2[C:14]=1[C:15]1[CH:20]=[C:19]([F:21])[CH:18]=[CH:17][C:16]=1[C:7]([C:37]([CH3:42])=[CH2:38])=[N:8]2)[CH2:24][CH2:25][CH3:26]. The catalyst class is: 706. (2) Reactant: [CH2:1]([N:9]1[C:13](=[O:14])[NH:12][N:11]=[C:10]1[CH2:15][O:16][C:17]([C:30]1[CH:35]=[CH:34][CH:33]=[CH:32][CH:31]=1)([C:24]1[CH:29]=[CH:28][CH:27]=[CH:26][CH:25]=1)[C:18]1[CH:23]=[CH:22][CH:21]=[CH:20][CH:19]=1)[CH2:2][CH2:3][CH2:4][CH2:5][CH2:6][CH2:7][CH3:8].[CH3:36][C:37]1[CH:44]=[CH:43][C:40]([CH2:41]Br)=[CH:39][CH:38]=1.C(=O)([O-])[O-].[K+].[K+]. Product: [CH3:36][C:37]1[CH:44]=[CH:43][C:40]([CH2:41][N:12]2[C:13](=[O:14])[N:9]([CH2:1][CH2:2][CH2:3][CH2:4][CH2:5][CH2:6][CH2:7][CH3:8])[C:10]([CH2:15][O:16][C:17]([C:24]3[CH:29]=[CH:28][CH:27]=[CH:26][CH:25]=3)([C:18]3[CH:19]=[CH:20][CH:21]=[CH:22][CH:23]=3)[C:30]3[CH:35]=[CH:34][CH:33]=[CH:32][CH:31]=3)=[N:11]2)=[CH:39][CH:38]=1. The catalyst class is: 3.